This data is from Full USPTO retrosynthesis dataset with 1.9M reactions from patents (1976-2016). The task is: Predict the reactants needed to synthesize the given product. (1) The reactants are: [CH3:1][N:2]1[C:7]2[N:8]=[CH:9][C:10]([O:12][C:13]3[CH:18]=[CH:17][CH:16]=[C:15]([C:19]([F:22])([F:21])[F:20])[CH:14]=3)=[CH:11][C:6]=2[C:5](=[O:23])[N:4]([CH2:24][CH2:25][CH2:26][O:27][CH:28]2[CH2:33][CH2:32][CH2:31][CH2:30][O:29]2)[C:3]1=[O:34].[Li+].CC([N-]C(C)C)C.[F:43][C:44]([F:54])([F:53])[C:45]1[CH:52]=[CH:51][C:48]([CH:49]=[O:50])=[CH:47][CH:46]=1. Given the product [OH:50][CH:49]([C:48]1[CH:47]=[CH:46][C:45]([C:44]([F:43])([F:53])[F:54])=[CH:52][CH:51]=1)[C:11]1[C:6]2[C:5](=[O:23])[N:4]([CH2:24][CH2:25][CH2:26][O:27][CH:28]3[CH2:33][CH2:32][CH2:31][CH2:30][O:29]3)[C:3](=[O:34])[N:2]([CH3:1])[C:7]=2[N:8]=[CH:9][C:10]=1[O:12][C:13]1[CH:18]=[CH:17][CH:16]=[C:15]([C:19]([F:20])([F:21])[F:22])[CH:14]=1, predict the reactants needed to synthesize it. (2) The reactants are: [CH2:1]([C:4]1[C:21]2[CH2:20][C:19]3[C:14](=[C:15]([CH2:31][CH2:32][CH3:33])[C:16]([CH2:28][CH2:29][CH3:30])=[C:17]([CH2:25][CH2:26][CH3:27])[C:18]=3[CH2:22][CH2:23][CH3:24])[CH2:13][C:12]=2[C:11]([CH2:34][CH2:35][CH3:36])=[C:10]2[C:5]=1[CH:6]=[C:7]([I:38])[C:8]([I:37])=[CH:9]2)[CH2:2][CH3:3].ClC1C(=O)C(C#N)=C(C#N)C(=O)C=1Cl. Given the product [I:37][C:8]1[C:7]([I:38])=[CH:6][C:5]2[C:10](=[C:11]([CH2:34][CH2:35][CH3:36])[C:12]3[C:21]([C:4]=2[CH2:1][CH2:2][CH3:3])=[CH:20][C:19]2[C:14](=[C:15]([CH2:31][CH2:32][CH3:33])[C:16]([CH2:28][CH2:29][CH3:30])=[C:17]([CH2:25][CH2:26][CH3:27])[C:18]=2[CH2:22][CH2:23][CH3:24])[CH:13]=3)[CH:9]=1, predict the reactants needed to synthesize it.